Dataset: Experimentally validated miRNA-target interactions with 360,000+ pairs, plus equal number of negative samples. Task: Binary Classification. Given a miRNA mature sequence and a target amino acid sequence, predict their likelihood of interaction. The miRNA is hsa-miR-30c-1-3p with sequence CUGGGAGAGGGUUGUUUACUCC. The protein sequence of the target gene is MLQEESDLSLIIAQIVQKLKGSNLYSQLERQAWASLQRPEIKLESLKEDIKEFFKISGWEKKLQNAVYSELSVFPLPSHPAAPPEHLKEPLVYMRKAQGSWEKRILKSLNSMCTELSIPLARKRPVGEQKELLNKWNEMGTDEPDLSLFRPVYAPKDFLEVLINLRNPNYENGDSLSFRTHLGLIQVPLKVKDIPELKECFVELGLNIGQLGIDDSTQVPPELFENEHVRIGQKVLAEQDSAAAQQYIRQGSPTALRAELWALILNISSQPEDVLYYEQLKTNVIQHDLLVDSLIYKDVK.... Result: 1 (interaction).